Dataset: Catalyst prediction with 721,799 reactions and 888 catalyst types from USPTO. Task: Predict which catalyst facilitates the given reaction. Reactant: [C:1]1([C:7]2[C:16]3[C:11](=[C:12]([C:17]([F:20])([F:19])[F:18])[CH:13]=[CH:14][CH:15]=3)[N:10]=[CH:9][C:8]=2[C:21]([C:23]2[CH:28]=[CH:27][CH:26]=[CH:25][CH:24]=2)=[CH2:22])[CH:6]=[CH:5][CH:4]=[CH:3][CH:2]=1.[H][H]. Product: [C:1]1([C:7]2[C:16]3[C:11](=[C:12]([C:17]([F:20])([F:18])[F:19])[CH:13]=[CH:14][CH:15]=3)[N:10]=[CH:9][C:8]=2[CH:21]([C:23]2[CH:28]=[CH:27][CH:26]=[CH:25][CH:24]=2)[CH3:22])[CH:2]=[CH:3][CH:4]=[CH:5][CH:6]=1. The catalyst class is: 50.